Task: Regression/Classification. Given a drug SMILES string, predict its toxicity properties. Task type varies by dataset: regression for continuous values (e.g., LD50, hERG inhibition percentage) or binary classification for toxic/non-toxic outcomes (e.g., AMES mutagenicity, cardiotoxicity, hepatotoxicity). Dataset: ames.. Dataset: Ames mutagenicity test results for genotoxicity prediction The molecule is Cc1c([N+](=O)[O-])cc(N=[N+]([O-])c2cc([N+](=O)[O-])c(C)c([N+](=O)[O-])c2)cc1[N+](=O)[O-]. The result is 1 (mutagenic).